From a dataset of Forward reaction prediction with 1.9M reactions from USPTO patents (1976-2016). Predict the product of the given reaction. (1) Given the reactants [OH:1][CH2:2][C@H:3]1[CH2:7][CH2:6][CH2:5][N:4]1[CH2:8][CH2:9][C:10]1[NH:11][C:12](=[O:21])[C:13]2[C:18]([CH:19]=1)=[C:17]([CH3:20])[CH:16]=[CH:15][CH:14]=2.[P:22](=[O:26])([OH:25])([OH:24])[OH:23], predict the reaction product. The product is: [OH2:1].[OH:26][P:22]([O:25][P:22]([OH:25])([OH:24])=[O:23])(=[O:24])[OH:23].[OH:1][CH2:2][C@H:3]1[CH2:7][CH2:6][CH2:5][N:4]1[CH2:8][CH2:9][C:10]1[NH:11][C:12](=[O:21])[C:13]2[C:18]([CH:19]=1)=[C:17]([CH3:20])[CH:16]=[CH:15][CH:14]=2. (2) Given the reactants [F:1][C:2]1[CH:3]=[C:4]([Mg]Br)[CH:5]=[CH:6][C:7]=1[O:8][CH3:9].[O:12]=[C:13]1[CH2:18][CH2:17][C:16]([C:21]2[CH:26]=[CH:25][CH:24]=[CH:23][CH:22]=2)([C:19]#[N:20])[CH2:15][CH2:14]1.[Cl-].[NH4+], predict the reaction product. The product is: [F:1][C:2]1[CH:3]=[C:4]([C:13]2([OH:12])[CH2:18][CH2:17][C:16]([C:21]3[CH:22]=[CH:23][CH:24]=[CH:25][CH:26]=3)([C:19]#[N:20])[CH2:15][CH2:14]2)[CH:5]=[CH:6][C:7]=1[O:8][CH3:9]. (3) Given the reactants [Br:1][C:2]1[CH:3]=[C:4]([N+:19]([O-:21])=[O:20])[C:5]([CH:8](C(OCC)=O)C(OCC)=O)=[N:6][CH:7]=1.Cl, predict the reaction product. The product is: [Br:1][C:2]1[CH:3]=[C:4]([N+:19]([O-:21])=[O:20])[C:5]([CH3:8])=[N:6][CH:7]=1. (4) Given the reactants [CH2:1](Br)[C:2]#[CH:3].C1(C)C=CC=CC=1.[OH:12][C:13]1[CH:33]=[CH:32][C:16]([CH2:17][NH:18][NH:19][C:20](=[O:31])[CH:21]([OH:30])[C:22]2[CH:27]=[CH:26][C:25]([O:28][CH3:29])=[CH:24][CH:23]=2)=[CH:15][C:14]=1[O:34][CH3:35].[OH-].[Na+], predict the reaction product. The product is: [CH3:35][O:34][C:14]1[CH:15]=[C:16]([CH:32]=[CH:33][C:13]=1[O:12][CH2:3][C:2]#[CH:1])[CH2:17][NH:18][NH:19][C:20](=[O:31])[CH:21]([OH:30])[C:22]1[CH:27]=[CH:26][C:25]([O:28][CH3:29])=[CH:24][CH:23]=1. (5) Given the reactants Cl[CH2:2][C:3]1[CH:8]=[CH:7][N:6]=[C:5]([N:9]2[CH2:14][CH2:13][N:12]([C:15]([O:17][CH2:18][C:19]3[CH:24]=[CH:23][CH:22]=[CH:21][CH:20]=3)=[O:16])[CH2:11][CH2:10]2)[CH:4]=1.[C-:25]#[N:26].[K+], predict the reaction product. The product is: [C:25]([CH2:2][C:3]1[CH:8]=[CH:7][N:6]=[C:5]([N:9]2[CH2:14][CH2:13][N:12]([C:15]([O:17][CH2:18][C:19]3[CH:24]=[CH:23][CH:22]=[CH:21][CH:20]=3)=[O:16])[CH2:11][CH2:10]2)[CH:4]=1)#[N:26]. (6) Given the reactants [CH:1]1([N:7]([CH2:21][CH2:22][C:23]2[CH:28]=CC=C[CH:24]=2)[C:8](=[O:20])[NH:9][C:10]2[S:11][C:12]([S:15][CH2:16][C:17]([OH:19])=[O:18])=[CH:13][N:14]=2)[CH2:6][CH2:5][CH2:4][CH2:3][CH2:2]1.[CH3:29]C(C)=CC=O.Cl.CCN(C(C)C)C(C)C, predict the reaction product. The product is: [CH3:28][C:23]([CH3:24])=[CH:22][CH2:21][N:7]([C@H:1]1[CH2:2][CH2:3][C@H:4]([CH3:29])[CH2:5][CH2:6]1)[C:8](=[O:20])[NH:9][C:10]1[S:11][C:12]([S:15][CH2:16][C:17]([OH:19])=[O:18])=[CH:13][N:14]=1.